From a dataset of Experimental lipophilicity measurements (octanol/water distribution) for 4,200 compounds from AstraZeneca. Regression/Classification. Given a drug SMILES string, predict its absorption, distribution, metabolism, or excretion properties. Task type varies by dataset: regression for continuous measurements (e.g., permeability, clearance, half-life) or binary classification for categorical outcomes (e.g., BBB penetration, CYP inhibition). For this dataset (lipophilicity_astrazeneca), we predict Y. (1) The compound is Cc1ncc(-c2ccnc(Nc3ccccc3)n2)n1C(C)C. The Y is 3.58 logD. (2) The compound is CC(C)Cn1c(=O)n(C)c(=O)c2c(C(=O)N3CC[C@@H](O)C3)c(Cc3ccccc3C(F)(F)F)sc21. The Y is 2.74 logD. (3) The drug is COc1cc2nnc(C(N)=O)c(Nc3cc(C)ccc3F)c2cc1N1CCN(C)CC1. The Y is 2.57 logD.